Dataset: HIV replication inhibition screening data with 41,000+ compounds from the AIDS Antiviral Screen. Task: Binary Classification. Given a drug SMILES string, predict its activity (active/inactive) in a high-throughput screening assay against a specified biological target. (1) The molecule is CC1OC(=O)C2(CO)N(C)C(=O)C(C)C12O. The result is 0 (inactive). (2) The molecule is COc1cccc(C2c3cc4c(cc3OC(N3CCCC3)C2C)OCO4)c1. The result is 0 (inactive). (3) The molecule is COc1cc(Nc2cnc3cc(F)c(F)cc3n2)cc(OC)c1OC. The result is 0 (inactive). (4) The result is 0 (inactive). The compound is CC(=O)[O-].COc1ccc(-[n+]2nc(S(=O)(=O)O)c(C=Cc3ccc(N(C)C)cc3)cc2C#N)cc1. (5) The compound is CCOC(=O)C1(N)CCc2[nH][nH]c(=O)c2C1. The result is 0 (inactive). (6) The compound is CC(C=NNc1ccc([N+](=O)[O-])cn1)=NNc1ccc([N+](=O)[O-])cn1. The result is 0 (inactive). (7) The compound is CC1NCCc2c1[nH]c1cc(O)ccc21.Cl. The result is 0 (inactive). (8) The drug is COc1ccc(CC(=NO)C(=O)NCCc2cc(Br)c(OCCCN(C)C)c(Br)c2)cc1Br. The result is 0 (inactive). (9) The molecule is c1ccc(-c2cc(Nc3ccc4c(c3)OCO4)c3cc(C4CCCCC4)ccc3n2)cc1. The result is 0 (inactive). (10) The molecule is CSc1nc(C)c(C(=O)CCN2CCOCC2)s1. The result is 0 (inactive).